From a dataset of Forward reaction prediction with 1.9M reactions from USPTO patents (1976-2016). Predict the product of the given reaction. (1) The product is: [C:1]([C@H:5]1[CH2:10][CH2:9][C@H:8]([O:11][C:12]2[C:13]([CH3:31])=[C:14]3[C:19](=[CH:20][CH:21]=2)[CH:18]=[C:17]([CH2:22][N:23]2[CH2:24][CH:25]([C:27]([OH:29])=[O:28])[CH2:26]2)[CH:16]=[CH:15]3)[CH2:7][CH2:6]1)([CH3:4])([CH3:3])[CH3:2]. Given the reactants [C:1]([C@H:5]1[CH2:10][CH2:9][C@H:8]([O:11][C:12]2[C:13]([CH3:31])=[C:14]3[C:19](=[CH:20][CH:21]=2)[CH:18]=[C:17]([CH2:22][N:23]2[CH2:26][CH:25]([C:27]([O:29]C)=[O:28])[CH2:24]2)[CH:16]=[CH:15]3)[CH2:7][CH2:6]1)([CH3:4])([CH3:3])[CH3:2].[OH-].[Na+].Cl, predict the reaction product. (2) Given the reactants [Br:1][C:2]1[CH:21]=[CH:20][C:5]([O:6][C:7]2[N:14]=[C:13]([N:15]([CH2:17][CH2:18][OH:19])[CH3:16])[CH:12]=[CH:11][C:8]=2[C:9]#[N:10])=[CH:4][C:3]=1[CH:22]=[O:23].[CH3:24][C:25]([Si:28](Cl)([CH3:30])[CH3:29])([CH3:27])[CH3:26].CCN(CC)CC, predict the reaction product. The product is: [Br:1][C:2]1[CH:21]=[CH:20][C:5]([O:6][C:7]2[N:14]=[C:13]([N:15]([CH2:17][CH2:18][O:19][Si:28]([C:25]([CH3:27])([CH3:26])[CH3:24])([CH3:30])[CH3:29])[CH3:16])[CH:12]=[CH:11][C:8]=2[C:9]#[N:10])=[CH:4][C:3]=1[CH:22]=[O:23]. (3) Given the reactants C(NC(C)C)(C)C.C([Li])CCC.[F:13][C:14]1[CH:21]=[CH:20][C:17]([C:18]#[N:19])=[CH:16][CH:15]=1.CN(C)[CH:24]=[O:25], predict the reaction product. The product is: [C:18]([C:17]1[CH:16]=[CH:15][C:14]([F:13])=[C:21]([CH:20]=1)[CH:24]=[O:25])#[N:19]. (4) Given the reactants C([O:3][C:4]([C@H:6]1[C@H:11]([O:12]C(=O)C)[CH:10]=[CH:9][CH2:8][O:7]1)=O)C.[H-].[H-].[H-].[H-].[Li+].[Al+3], predict the reaction product. The product is: [OH:3][CH2:4][CH:6]1[CH:11]([OH:12])[CH:10]=[CH:9][CH2:8][O:7]1. (5) Given the reactants [CH:1]([C:4]1[CH:9]=[C:8]([CH:10]([CH3:12])[CH3:11])[C:7]([S:13]([C:16]2[CH:21]=[CH:20][CH:19]=[CH:18][CH:17]=2)(=[O:15])=[O:14])=[CH:6][C:5]=1[S:22](Cl)(=[O:24])=[O:23])([CH3:3])[CH3:2].[N:26]1[CH:31]=[CH:30][CH:29]=[CH:28][C:27]=1[CH2:32][CH2:33][NH2:34], predict the reaction product. The product is: [CH:1]([C:4]1[CH:9]=[C:8]([CH:10]([CH3:12])[CH3:11])[C:7]([S:13]([C:16]2[CH:21]=[CH:20][CH:19]=[CH:18][CH:17]=2)(=[O:15])=[O:14])=[CH:6][C:5]=1[S:22]([NH:34][CH2:33][CH2:32][C:27]1[CH:28]=[CH:29][CH:30]=[CH:31][N:26]=1)(=[O:24])=[O:23])([CH3:3])[CH3:2].